Dataset: Reaction yield outcomes from USPTO patents with 853,638 reactions. Task: Predict the reaction yield, written as a fraction of the theoretical maximum amount of product (1.0 means a 100% yield; for example, 0.34 means a 34% yield). (1) The yield is 0.480. The product is [NH2:1][C:2]1[N:3]=[CH:4][C:5]([C:17]2[N:21]([CH2:22][CH3:23])[N:20]=[C:19]([CH:24]3[CH2:29][CH2:28][N:27]([C:30](=[O:31])[C@@H:32]([OH:33])[CH2:36][OH:35])[CH2:26][CH2:25]3)[N:18]=2)=[N:6][C:7]=1[C:8]1[O:9][C:10]([C:13]([CH3:15])([CH3:16])[CH3:14])=[N:11][N:12]=1. The reactants are [NH2:1][C:2]1[N:3]=[CH:4][C:5]([C:17]2[N:21]([CH2:22][CH3:23])[N:20]=[C:19]([CH:24]3[CH2:29][CH2:28][N:27]([C:30]([C@@H:32]4[CH2:36][O:35]C(C)(C)[O:33]4)=[O:31])[CH2:26][CH2:25]3)[N:18]=2)=[N:6][C:7]=1[C:8]1[O:9][C:10]([C:13]([CH3:16])([CH3:15])[CH3:14])=[N:11][N:12]=1.C(O)(C(F)(F)F)=O. The catalyst is C(Cl)Cl. (2) No catalyst specified. The reactants are [NH:1]([C:3]1[CH:12]=[CH:11][CH:10]=[C:9]2[C:4]=1[CH:5]=[CH:6][CH:7]=[N:8]2)[NH2:2].C[C:14]1([C:22]([OH:24])=O)[CH2:19][CH2:18][CH2:17][C:16](C)(C)[CH2:15]1. The product is [C:3]1([CH:19]2[CH2:18][CH2:17][CH2:16][CH2:15][CH:14]2[C:22]([NH:2][NH:1][C:3]2[CH:12]=[CH:11][CH:10]=[C:9]3[C:4]=2[CH:5]=[CH:6][CH:7]=[N:8]3)=[O:24])[CH:12]=[CH:11][CH:10]=[CH:9][CH:4]=1. The yield is 0.0830. (3) The reactants are [CH2:1]([OH:8])[C:2]1[CH:7]=[CH:6][CH:5]=[CH:4][CH:3]=1.Cl[S:10]([N:13]=[C:14]=[O:15])(=[O:12])=[O:11].NC[CH2:18][C:19]1[CH:24]=[N:23][C:22]([CH3:25])=[CH:21][N:20]=1.Cl.C(#[N:29])C. The catalyst is N1C=CC=CC=1. The product is [CH3:25][C:22]1[N:23]=[CH:24][C:19]([CH2:18][NH:29][S:10]([NH:13][C:14](=[O:15])[O:8][CH2:1][C:2]2[CH:7]=[CH:6][CH:5]=[CH:4][CH:3]=2)(=[O:12])=[O:11])=[N:20][CH:21]=1. The yield is 0.530. (4) The reactants are [C:1]1([CH2:9][OH:10])[CH:6]=[CH:5][C:4]([CH2:7][OH:8])=[CH:3][CH:2]=1.F[C:12]1[CH:17]=[CH:16][CH:15]=[CH:14][N:13]=1.[H-].[Na+]. The catalyst is CN(C)C=O. The product is [N:13]1[CH:14]=[CH:15][CH:16]=[CH:17][C:12]=1[O:8][CH2:7][C:4]1[CH:5]=[CH:6][C:1]([CH2:9][OH:10])=[CH:2][CH:3]=1. The yield is 0.660. (5) The reactants are [Br:1][C:2]1[C:3]([NH:9][C:10]([C:12]2[O:13][CH:14]=[CH:15][CH:16]=2)=[NH:11])=[N:4][CH:5]=[C:6]([Br:8])[N:7]=1.C([O-])(=O)C.C([O-])(=O)C.C([O-])(=O)C.C([O-])(=O)C.[Pb+4]. The catalyst is C1(C)C=CC=CC=1. The product is [Br:8][C:6]1[N:7]=[C:2]([Br:1])[C:3]2[N:4]([N:11]=[C:10]([C:12]3[O:13][CH:14]=[CH:15][CH:16]=3)[N:9]=2)[CH:5]=1. The yield is 0.400. (6) The reactants are C(OC([NH:11][C@@H:12]1[CH:18]2[CH:19]=[CH:20][CH:14]([CH:15]3[CH:17]2[CH2:16]3)[C@@H:13]1[C:21]([O:23][CH3:24])=[O:22])=O)C1C=CC=CC=1.[ClH:25]. The catalyst is C(OCC)(=O)C.[Pd].C(OCC)C.O1CCOCC1. The product is [ClH:25].[NH2:11][C@@H:12]1[CH:18]2[CH2:19][CH2:20][CH:14]([CH:15]3[CH:17]2[CH2:16]3)[C@@H:13]1[C:21]([O:23][CH3:24])=[O:22]. The yield is 1.00. (7) The reactants are O.NN.[S:4]1[C:8]2[CH:9]=[C:10]([N:13]([CH3:18])[S:14]([CH3:17])(=[O:16])=[O:15])[CH:11]=[CH:12][C:7]=2[N:6]=C1.C(N(CC)CC)C.[CH3:26][O:27][C:28](=[O:34])[CH2:29][C:30](=O)[CH2:31]Cl. The catalyst is C(O)C.O1CCCC1. The product is [CH3:26][O:27][C:28](=[O:34])[CH2:29][C:30]1[NH:6][C:7]2[CH:12]=[CH:11][C:10]([N:13]([S:14]([CH3:17])(=[O:15])=[O:16])[CH3:18])=[CH:9][C:8]=2[S:4][CH:31]=1. The yield is 0.640.